From a dataset of NCI-60 drug combinations with 297,098 pairs across 59 cell lines. Regression. Given two drug SMILES strings and cell line genomic features, predict the synergy score measuring deviation from expected non-interaction effect. (1) Drug 1: CC1C(C(=O)NC(C(=O)N2CCCC2C(=O)N(CC(=O)N(C(C(=O)O1)C(C)C)C)C)C(C)C)NC(=O)C3=C4C(=C(C=C3)C)OC5=C(C(=O)C(=C(C5=N4)C(=O)NC6C(OC(=O)C(N(C(=O)CN(C(=O)C7CCCN7C(=O)C(NC6=O)C(C)C)C)C)C(C)C)C)N)C. Drug 2: C1CN(CCN1C(=O)CCBr)C(=O)CCBr. Cell line: OVCAR-8. Synergy scores: CSS=25.1, Synergy_ZIP=-14.5, Synergy_Bliss=-7.96, Synergy_Loewe=-5.88, Synergy_HSA=-3.39. (2) Drug 1: CC12CCC(CC1=CCC3C2CCC4(C3CC=C4C5=CN=CC=C5)C)O. Drug 2: COC1=NC(=NC2=C1N=CN2C3C(C(C(O3)CO)O)O)N. Cell line: OVCAR-8. Synergy scores: CSS=4.46, Synergy_ZIP=-1.58, Synergy_Bliss=-1.64, Synergy_Loewe=-5.02, Synergy_HSA=-2.57.